From a dataset of Peptide-MHC class II binding affinity with 134,281 pairs from IEDB. Regression. Given a peptide amino acid sequence and an MHC pseudo amino acid sequence, predict their binding affinity value. This is MHC class II binding data. (1) The MHC is HLA-DQA10401-DQB10402 with pseudo-sequence HLA-DQA10401-DQB10402. The peptide sequence is NRNNTFKPFAEYKSD. The binding affinity (normalized) is 0.404. (2) The peptide sequence is IGPRHPIRALVGDEV. The MHC is HLA-DPA10301-DPB10402 with pseudo-sequence HLA-DPA10301-DPB10402. The binding affinity (normalized) is 0.182. (3) The binding affinity (normalized) is 0.0645. The MHC is DRB1_1501 with pseudo-sequence DRB1_1501. The peptide sequence is GDTMAEVELREHGSD. (4) The peptide sequence is GCSSALGSGPYGALG. The MHC is DRB1_0404 with pseudo-sequence DRB1_0404. The binding affinity (normalized) is 0.287. (5) The peptide sequence is AFKIAATAANAAPTN. The MHC is HLA-DQA10501-DQB10201 with pseudo-sequence HLA-DQA10501-DQB10201. The binding affinity (normalized) is 0.439. (6) The peptide sequence is VHQIFGSAYTALFSG. The MHC is DRB1_0404 with pseudo-sequence DRB1_0404. The binding affinity (normalized) is 0.634. (7) The peptide sequence is SGTVDFDEFMEMMTG. The MHC is HLA-DQA10301-DQB10302 with pseudo-sequence HLA-DQA10301-DQB10302. The binding affinity (normalized) is 0.301. (8) The peptide sequence is RPAPGGKAYMDVISR. The MHC is DRB1_1301 with pseudo-sequence DRB1_1301. The binding affinity (normalized) is 0.470.